From a dataset of Full USPTO retrosynthesis dataset with 1.9M reactions from patents (1976-2016). Predict the reactants needed to synthesize the given product. (1) Given the product [C:23]1([C:29]2[C:30]3[C:35]([C:36]([C:46]4[CH:51]=[CH:50][CH:49]=[CH:48][CH:47]=4)=[C:37]4[C:42]=2[CH:41]=[C:40]([C:2]2[CH:3]=[CH:4][C:5]([N:8]5[C:12]6[CH:13]=[CH:14][CH:15]=[CH:16][C:11]=6[N:10]=[C:9]5[C:17]5[CH:22]=[CH:21][CH:20]=[CH:19][CH:18]=5)=[CH:6][CH:7]=2)[CH:39]=[CH:38]4)=[CH:34][CH:33]=[CH:32][CH:31]=3)[CH:28]=[CH:27][CH:26]=[CH:25][CH:24]=1, predict the reactants needed to synthesize it. The reactants are: Br[C:2]1[CH:7]=[CH:6][C:5]([N:8]2[C:12]3[CH:13]=[CH:14][CH:15]=[CH:16][C:11]=3[N:10]=[C:9]2[C:17]2[CH:22]=[CH:21][CH:20]=[CH:19][CH:18]=2)=[CH:4][CH:3]=1.[C:23]1([C:29]2[C:30]3[C:35]([C:36]([C:46]4[CH:51]=[CH:50][CH:49]=[CH:48][CH:47]=4)=[C:37]4[C:42]=2[CH:41]=[C:40](B(O)O)[CH:39]=[CH:38]4)=[CH:34][CH:33]=[CH:32][CH:31]=3)[CH:28]=[CH:27][CH:26]=[CH:25][CH:24]=1.C(=O)([O-])[O-].[Na+].[Na+]. (2) Given the product [Cl:11][C:12]1[CH:20]=[CH:19][CH:18]=[CH:17][C:13]=1[C:14](=[O:15])[CH:1]=[C:2]1[NH:6][C:5]2[CH:7]=[CH:8][CH:9]=[CH:10][C:4]=2[NH:3]1, predict the reactants needed to synthesize it. The reactants are: [CH3:1][C:2]1[NH:6][C:5]2[CH:7]=[CH:8][CH:9]=[CH:10][C:4]=2[N:3]=1.[Cl:11][C:12]1[CH:20]=[CH:19][CH:18]=[CH:17][C:13]=1[C:14](Cl)=[O:15].O.N1CCOCC1. (3) Given the product [F:10][C:5]1([F:9])[C:6]([F:8])([F:7])[C:2]([F:1])([F:53])[C:3]([C:32]2[C:36]3[CH:37]=[CH:38][C:39]([OH:41])=[CH:40][C:35]=3[O:34][C:33]=2[C:43]2[CH:44]=[CH:45][C:46]([C:49]([CH3:52])([CH3:51])[CH3:50])=[CH:47][CH:48]=2)=[C:4]1[C:11]1[C:15]2[CH:16]=[CH:17][C:18]([OH:20])=[CH:19][C:14]=2[O:13][C:12]=1[C:22]1[CH:23]=[CH:24][C:25]([C:28]([CH3:31])([CH3:30])[CH3:29])=[CH:26][CH:27]=1, predict the reactants needed to synthesize it. The reactants are: [F:1][C:2]1([F:53])[C:6]([F:8])([F:7])[C:5]([F:10])([F:9])[C:4]([C:11]2[C:15]3[CH:16]=[CH:17][C:18]([O:20]C)=[CH:19][C:14]=3[O:13][C:12]=2[C:22]2[CH:27]=[CH:26][C:25]([C:28]([CH3:31])([CH3:30])[CH3:29])=[CH:24][CH:23]=2)=[C:3]1[C:32]1[C:36]2[CH:37]=[CH:38][C:39]([O:41]C)=[CH:40][C:35]=2[O:34][C:33]=1[C:43]1[CH:48]=[CH:47][C:46]([C:49]([CH3:52])([CH3:51])[CH3:50])=[CH:45][CH:44]=1.BrB(Br)Br. (4) Given the product [CH2:1]([O:3][C:4]1[CH:5]=[C:6]([C:13](=[O:21])[CH2:14][CH2:15][C:16]([NH:55][C:53]2[CH:52]=[C:51]([C:56]3[CH:61]=[CH:60][CH:59]=[CH:58][CH:57]=3)[N:50]=[C:49]([C:43]3[CH:44]=[CH:45][CH:46]=[CH:47][CH:48]=3)[N:54]=2)=[O:18])[CH:7]=[CH:8][C:9]=1[O:10][CH2:11][CH3:12])[CH3:2], predict the reactants needed to synthesize it. The reactants are: [CH2:1]([O:3][C:4]1[CH:5]=[C:6]([C:13]([O:21]C)(OC)[CH2:14][CH2:15][C:16]([O-:18])=O)[CH:7]=[CH:8][C:9]=1[O:10][CH2:11][CH3:12])[CH3:2].[K+].C(N(CC)CC)C.ClC1C=C(Cl)C=C(Cl)C=1C(Cl)=O.[C:43]1([C:49]2[N:54]=[C:53]([NH2:55])[CH:52]=[C:51]([C:56]3[CH:61]=[CH:60][CH:59]=[CH:58][CH:57]=3)[N:50]=2)[CH:48]=[CH:47][CH:46]=[CH:45][CH:44]=1. (5) Given the product [C:19]([C:13]([CH3:1])([CH2:12][CH2:29][CH2:28][CH2:27][CH2:26][C:25]([O:24][CH2:22][CH3:23])=[O:32])[C:14]([O:16][CH2:17][CH3:18])=[O:15])(=[O:20])[CH3:21], predict the reactants needed to synthesize it. The reactants are: [CH3:1]C(C)([O-])C.[K+].CC(C)([O-])C.[CH3:12][CH:13]([C:19]([CH3:21])=[O:20])[C:14]([O:16][CH2:17][CH3:18])=[O:15].[CH2:22]([O:24][C:25](=[O:32])[CH2:26][CH2:27][CH2:28][CH2:29]CBr)[CH3:23]. (6) Given the product [C:18]([C:17]1[CH:16]=[CH:15][C:14]([NH:13][CH2:12][CH2:11][CH2:10][N:9]([CH3:22])[CH:8]2[CH:1]3[CH2:7][CH2:6][CH:5]2[CH2:4][N:3]([C:28]([O:27][C:23]([CH3:26])([CH3:25])[CH3:24])=[O:29])[CH2:2]3)=[CH:21][CH:20]=1)#[N:19], predict the reactants needed to synthesize it. The reactants are: [CH:1]12[CH:8]([N:9]([CH3:22])[CH2:10][CH2:11][CH2:12][NH:13][C:14]3[CH:21]=[CH:20][C:17]([C:18]#[N:19])=[CH:16][CH:15]=3)[CH:5]([CH2:6][CH2:7]1)[CH2:4][NH:3][CH2:2]2.[C:23]([O:27][C:28](O[C:28]([O:27][C:23]([CH3:26])([CH3:25])[CH3:24])=[O:29])=[O:29])([CH3:26])([CH3:25])[CH3:24]. (7) Given the product [C:27]([C:16]1([C:6]2[C:7]3[C:11]4[CH:12]=[CH:13][CH:14]=[CH:15][C:10]=4[O:9][C:8]=3[C:3]([O:2][CH3:1])=[CH:4][CH:5]=2)[CH2:25][CH2:24][C:23]2[N:22]=[CH:21][N:20]([CH2:30][C:31]([O:33][CH2:34][CH3:35])=[O:32])[C:19](=[O:26])[C:18]=2[CH2:17]1)#[N:28], predict the reactants needed to synthesize it. The reactants are: [CH3:1][O:2][C:3]1[C:8]2[O:9][C:10]3[CH:15]=[CH:14][CH:13]=[CH:12][C:11]=3[C:7]=2[C:6]([C:16]2([C:27]#[N:28])[CH2:25][CH2:24][C:23]3[N:22]=[CH:21][NH:20][C:19](=[O:26])[C:18]=3[CH2:17]2)=[CH:5][CH:4]=1.Br[CH2:30][C:31]([O:33][CH2:34][CH3:35])=[O:32].C(=O)([O-])[O-].[Cs+].[Cs+].